Dataset: Reaction yield outcomes from USPTO patents with 853,638 reactions. Task: Predict the reaction yield, written as a fraction of the theoretical maximum amount of product (1.0 means a 100% yield; for example, 0.34 means a 34% yield). The reactants are [OH:1][C:2]1[CH:3]=[C:4]([NH:8][C:9]2[N:14]=[C:13]([NH:15][C:16]3[CH:21]=[CH:20][CH:19]=[C:18]([OH:22])[CH:17]=3)[C:12]([F:23])=[CH:11][N:10]=2)[CH:5]=[CH:6][CH:7]=1.OC1C=C(C=CC=1[C:32]([O:34][CH3:35])=[O:33])N.ClC1N=C(Cl)C(F)=CN=1. No catalyst specified. The product is [OH:1][C:2]1[CH:3]=[C:4]([NH:8][C:9]2[N:14]=[C:13]([NH:15][C:16]3[CH:21]=[CH:20][C:19]([C:32]([O:34][CH3:35])=[O:33])=[C:18]([OH:22])[CH:17]=3)[C:12]([F:23])=[CH:11][N:10]=2)[CH:5]=[CH:6][C:7]=1[C:32]([O:34][CH3:35])=[O:33]. The yield is 0.410.